From a dataset of Full USPTO retrosynthesis dataset with 1.9M reactions from patents (1976-2016). Predict the reactants needed to synthesize the given product. (1) Given the product [CH2:4]([O:11][C:12]([NH:14][C@H:15]([C:21]([OH:23])=[O:22])[CH2:16][O:17][CH:18]([CH3:20])[CH3:19])=[O:13])[C:5]1[CH:6]=[CH:7][CH:8]=[CH:9][CH:10]=1, predict the reactants needed to synthesize it. The reactants are: O.[OH-].[Li+].[CH2:4]([O:11][C:12]([NH:14][C@H:15]([C:21]([O:23]C)=[O:22])[CH2:16][O:17][CH:18]([CH3:20])[CH3:19])=[O:13])[C:5]1[CH:10]=[CH:9][CH:8]=[CH:7][CH:6]=1.S([O-])(O)(=O)=O.[K+]. (2) Given the product [CH3:11][CH:16]1[O:10][CH:7]([C:1]2[CH:6]=[CH:5][CH:4]=[CH:3][CH:2]=2)[CH2:8][O:9]1, predict the reactants needed to synthesize it. The reactants are: [C:1]1([CH:7]([OH:10])[CH2:8][OH:9])[CH:6]=[CH:5][CH:4]=[CH:3][CH:2]=1.[C:11]1(C)C(C)=CC=C[CH:16]=1.CC1OC(C)OC(C)O1.